Regression. Given two drug SMILES strings and cell line genomic features, predict the synergy score measuring deviation from expected non-interaction effect. From a dataset of NCI-60 drug combinations with 297,098 pairs across 59 cell lines. (1) Drug 1: CC1=C(N=C(N=C1N)C(CC(=O)N)NCC(C(=O)N)N)C(=O)NC(C(C2=CN=CN2)OC3C(C(C(C(O3)CO)O)O)OC4C(C(C(C(O4)CO)O)OC(=O)N)O)C(=O)NC(C)C(C(C)C(=O)NC(C(C)O)C(=O)NCCC5=NC(=CS5)C6=NC(=CS6)C(=O)NCCC[S+](C)C)O. Drug 2: C1=NC2=C(N1)C(=S)N=CN2. Cell line: A549. Synergy scores: CSS=44.2, Synergy_ZIP=-7.51, Synergy_Bliss=-5.44, Synergy_Loewe=-1.02, Synergy_HSA=1.09. (2) Drug 2: C1=C(C(=O)NC(=O)N1)N(CCCl)CCCl. Synergy scores: CSS=41.3, Synergy_ZIP=-0.134, Synergy_Bliss=-2.62, Synergy_Loewe=-2.09, Synergy_HSA=-0.808. Drug 1: CC12CCC3C(C1CCC2=O)CC(=C)C4=CC(=O)C=CC34C. Cell line: MDA-MB-231. (3) Drug 1: COC1=C(C=C2C(=C1)N=CN=C2NC3=CC(=C(C=C3)F)Cl)OCCCN4CCOCC4. Drug 2: CCN(CC)CCCC(C)NC1=C2C=C(C=CC2=NC3=C1C=CC(=C3)Cl)OC. Cell line: EKVX. Synergy scores: CSS=37.4, Synergy_ZIP=-5.33, Synergy_Bliss=-3.42, Synergy_Loewe=2.29, Synergy_HSA=3.54.